Dataset: Forward reaction prediction with 1.9M reactions from USPTO patents (1976-2016). Task: Predict the product of the given reaction. The product is: [F:17][C:18]1[CH:29]=[CH:28][C:21]([C:22]([C:2]2[N:6]([CH3:7])[CH:5]=[N:4][CH:3]=2)=[O:23])=[CH:20][CH:19]=1. Given the reactants Br[C:2]1[N:6]([CH3:7])[CH:5]=[N:4][CH:3]=1.C([Mg]Br)C.C(OCC)C.[F:17][C:18]1[CH:29]=[CH:28][C:21]([C:22](N(OC)C)=[O:23])=[CH:20][CH:19]=1.[NH4+].[Cl-].Cl, predict the reaction product.